Dataset: Forward reaction prediction with 1.9M reactions from USPTO patents (1976-2016). Task: Predict the product of the given reaction. (1) The product is: [C:1]1([S:7]([C@H:10]2[C@H:16]3[C@H:14]([O:15]3)[CH2:13][C@H:12]([OH:17])[C@@H:11]2[CH3:18])(=[O:9])=[O:8])[CH:2]=[CH:3][CH:4]=[CH:5][CH:6]=1. Given the reactants [C:1]1([S:7]([C@H:10]2[C@H:16]3[C@H:14]([O:15]3)[CH2:13][C@H:12]([OH:17])[C@@H:11]2[CH:18](C)C)(=[O:9])=[O:8])[CH:6]=[CH:5][CH:4]=[CH:3][CH:2]=1.CC(O)C, predict the reaction product. (2) Given the reactants [CH:1]1(B(O)O)[CH2:3][CH2:2]1.C(=O)([O-])[O-].[Na+].[Na+].C1(P(C2CCCCC2)C2C=CC=CC=2C2C(OC)=CC=CC=2OC)CCCCC1.[NH2:42][C:43]1[C:53]([O:54][CH2:55][O:56][CH3:57])=[CH:52][C:46]([C:47]([O:49][CH2:50][CH3:51])=[O:48])=[CH:45][C:44]=1I, predict the reaction product. The product is: [NH2:42][C:43]1[C:53]([O:54][CH2:55][O:56][CH3:57])=[CH:52][C:46]([C:47]([O:49][CH2:50][CH3:51])=[O:48])=[CH:45][C:44]=1[CH:1]1[CH2:3][CH2:2]1. (3) Given the reactants [CH:1]1([O:6][C:7]([NH:9][C:10]2[CH:11]=[C:12]3[C:16](=[CH:17][CH:18]=2)[N:15]([CH3:19])[CH:14]=[C:13]3[CH2:20][C:21]2[CH:30]=[CH:29][C:24]([C:25]([O:27]C)=[O:26])=[CH:23][C:22]=2[O:31][CH3:32])=[O:8])[CH2:5][CH2:4][CH2:3][CH2:2]1.[OH-].[Na+:34].O1CCOCC1.CO, predict the reaction product. The product is: [CH:1]1([O:6][C:7]([NH:9][C:10]2[CH:11]=[C:12]3[C:16](=[CH:17][CH:18]=2)[N:15]([CH3:19])[CH:14]=[C:13]3[CH2:20][C:21]2[CH:30]=[CH:29][C:24]([C:25]([O-:27])=[O:26])=[CH:23][C:22]=2[O:31][CH3:32])=[O:8])[CH2:2][CH2:3][CH2:4][CH2:5]1.[Na+:34]. (4) Given the reactants Br[C:2]1[CH:7]=[CH:6][C:5]([CH2:8][N:9]2[CH2:13][CH2:12][CH2:11][S:10]2(=[O:15])=[O:14])=[CH:4][CH:3]=1.[F:16][C:17]([F:28])([F:27])[C:18]1[C:26]2[CH2:25][CH2:24][CH2:23][CH2:22][C:21]=2[NH:20][N:19]=1.CN(C)CC(O)=O.C(=O)([O-])[O-].[K+].[K+], predict the reaction product. The product is: [O:14]=[S:10]1(=[O:15])[CH2:11][CH2:12][CH2:13][N:9]1[CH2:8][C:5]1[CH:6]=[CH:7][C:2]([N:20]2[C:21]3[CH2:22][CH2:23][CH2:24][CH2:25][C:26]=3[C:18]([C:17]([F:16])([F:28])[F:27])=[N:19]2)=[CH:3][CH:4]=1. (5) Given the reactants [CH3:1][C:2]1[N:7]=[C:6]2[N:8]([C:11]3[C:16]([CH3:17])=[CH:15][C:14]([CH3:18])=[CH:13][C:12]=3[CH3:19])[CH:9]=[N:10][C:5]2=[C:4]([NH2:20])[CH:3]=1.C(N(CC)C(C)C)(C)C.[Cl:30][CH2:31][C:32](Cl)=[O:33].C(=O)([O-])[O-].[K+].[K+], predict the reaction product. The product is: [CH3:1][C:2]1[N:7]=[C:6]2[N:8]([C:11]3[C:12]([CH3:19])=[CH:13][C:14]([CH3:18])=[CH:15][C:16]=3[CH3:17])[CH:9]=[N:10][C:5]2=[C:4]([NH:20][C:32](=[O:33])[CH2:31][Cl:30])[CH:3]=1. (6) Given the reactants [CH3:1][O:2][CH2:3][CH2:4][O:5][C:6]1[C:7]([CH3:19])=[C:8]([CH:12]=[CH:13][C:14]=1[S:15]([CH3:18])(=[O:17])=[O:16])[C:9](O)=[O:10].C(Cl)(=O)C([Cl:23])=O.CN(C=O)C, predict the reaction product. The product is: [CH3:1][O:2][CH2:3][CH2:4][O:5][C:6]1[C:7]([CH3:19])=[C:8]([CH:12]=[CH:13][C:14]=1[S:15]([CH3:18])(=[O:17])=[O:16])[C:9]([Cl:23])=[O:10]. (7) Given the reactants [Cl:1][C:2]1[CH:7]=[CH:6][C:5]([S:8]([CH2:11][C:12]2[CH:17]=[C:16]([F:18])[CH:15]=[CH:14][C:13]=2[F:19])(=[O:10])=[O:9])=[CH:4][CH:3]=1.[S:20]1[CH:24]=[CH:23][CH:22]=[C:21]1[CH2:25][CH2:26]O.C(C=P(CCCC)(CCCC)CCCC)#N.CCCCCC, predict the reaction product. The product is: [Cl:1][C:2]1[CH:7]=[CH:6][C:5]([S:8]([CH:11]([C:12]2[CH:17]=[C:16]([F:18])[CH:15]=[CH:14][C:13]=2[F:19])[CH2:26][CH2:25][C:21]2[S:20][CH:24]=[CH:23][CH:22]=2)(=[O:10])=[O:9])=[CH:4][CH:3]=1.